Dataset: Full USPTO retrosynthesis dataset with 1.9M reactions from patents (1976-2016). Task: Predict the reactants needed to synthesize the given product. (1) Given the product [F:1][C:2]1[CH:7]=[CH:6][CH:5]=[CH:4][C:3]=1[C:8]1[N:9]=[N:10][N:11]([CH3:18])[C:12]=1[C:13]1[N:14]=[CH:15][N:16]([C:20]2[CH:25]=[CH:24][C:23]([C:26]([F:29])([F:28])[F:27])=[CH:22][CH:21]=2)[CH:17]=1, predict the reactants needed to synthesize it. The reactants are: [F:1][C:2]1[CH:7]=[CH:6][CH:5]=[CH:4][C:3]=1[C:8]1[N:9]=[N:10][N:11]([CH3:18])[C:12]=1[C:13]1[N:14]=[CH:15][NH:16][CH:17]=1.F[C:20]1[CH:25]=[CH:24][C:23]([C:26]([F:29])([F:28])[F:27])=[CH:22][CH:21]=1.C(=O)([O-])[O-].[K+].[K+].O. (2) Given the product [CH2:1]([N:5]([C:25](=[O:32])[C:26]1[CH:31]=[CH:30][CH:29]=[CH:28][CH:27]=1)[C@H:6]([C:22]([OH:24])=[O:23])[CH2:7][CH2:8][CH2:9][CH2:10][NH:11][C:12]([O:14][CH2:15][C:16]1[CH:17]=[CH:18][CH:19]=[CH:20][CH:21]=1)=[O:13])[CH:2]([CH3:4])[CH3:3], predict the reactants needed to synthesize it. The reactants are: [CH2:1]([NH:5][C@H:6]([C:22]([OH:24])=[O:23])[CH2:7][CH2:8][CH2:9][CH2:10][NH:11][C:12]([O:14][CH2:15][C:16]1[CH:21]=[CH:20][CH:19]=[CH:18][CH:17]=1)=[O:13])[CH:2]([CH3:4])[CH3:3].[C:25](Cl)(=[O:32])[C:26]1[CH:31]=[CH:30][CH:29]=[CH:28][CH:27]=1.CCN(C(C)C)C(C)C. (3) The reactants are: [C:1]([C:3]1[CH:4]=[C:5]([F:42])[C:6]([NH:29][CH:30]([C:37]([CH3:41])([CH3:40])[CH2:38][CH3:39])[CH2:31][C:32]([O:34]CC)=[O:33])=[N:7][C:8]=1[C:9]1[C:17]2[C:12](=[N:13][CH:14]=[C:15]([F:18])[CH:16]=2)[N:11](S(C2C=CC(C)=CC=2)(=O)=O)[CH:10]=1)#[N:2].[Li+].[OH-].O.C(OCC)(=O)C. Given the product [C:1]([C:3]1[CH:4]=[C:5]([F:42])[C:6]([NH:29][CH:30]([C:37]([CH3:41])([CH3:40])[CH2:38][CH3:39])[CH2:31][C:32]([OH:34])=[O:33])=[N:7][C:8]=1[C:9]1[C:17]2[C:12](=[N:13][CH:14]=[C:15]([F:18])[CH:16]=2)[NH:11][CH:10]=1)#[N:2], predict the reactants needed to synthesize it. (4) The reactants are: Br[CH2:2][C:3]1[CH:12]=[CH:11][C:6]([C:7]([O:9][CH3:10])=[O:8])=[CH:5][C:4]=1[F:13].[F:14][C:15]1[CH:16]=[C:17](B(O)O)[CH:18]=[CH:19][CH:20]=1.C(=O)([O-])[O-].[Na+].[Na+]. Given the product [F:13][C:4]1[CH:5]=[C:6]([CH:11]=[CH:12][C:3]=1[CH2:2][C:19]1[CH:18]=[CH:17][CH:16]=[C:15]([F:14])[CH:20]=1)[C:7]([O:9][CH3:10])=[O:8], predict the reactants needed to synthesize it. (5) Given the product [Cl:35][C:20]1[C:21]([NH:23][C:24]2[CH:33]=[CH:32][C:31]([F:34])=[CH:30][C:25]=2[C:26]([NH:28][CH3:29])=[O:27])=[N:22][C:17]([NH:15][C:12]2[CH:13]=[CH:14][C:8]3[CH2:7][CH2:6][CH2:5][N:4]4[C:10](=[N:1][CH:2]=[CH:3]4)[C:9]=3[CH:11]=2)=[N:18][CH:19]=1, predict the reactants needed to synthesize it. The reactants are: [N:1]1[CH:2]=[CH:3][N:4]2[C:10]=1[C:9]1[CH:11]=[C:12]([NH2:15])[CH:13]=[CH:14][C:8]=1[CH2:7][CH2:6][CH2:5]2.Cl[C:17]1[N:22]=[C:21]([NH:23][C:24]2[CH:33]=[CH:32][C:31]([F:34])=[CH:30][C:25]=2[C:26]([NH:28][CH3:29])=[O:27])[C:20]([Cl:35])=[CH:19][N:18]=1. (6) Given the product [CH3:1][O:2][C:3](=[O:21])[C@@H:4]([NH:13][C:14]([O:16][C:17]([CH3:18])([CH3:20])[CH3:19])=[O:15])[CH2:5][C:6]1[CH:11]=[CH:10][C:9]([NH:12][C:23]2[C:32]3[C:27](=[CH:28][N:29]=[CH:30][CH:31]=3)[CH:26]=[CH:25][N:24]=2)=[CH:8][CH:7]=1, predict the reactants needed to synthesize it. The reactants are: [CH3:1][O:2][C:3](=[O:21])[C@@H:4]([NH:13][C:14]([O:16][C:17]([CH3:20])([CH3:19])[CH3:18])=[O:15])[CH2:5][C:6]1[CH:11]=[CH:10][C:9]([NH2:12])=[CH:8][CH:7]=1.Cl[C:23]1[C:32]2[C:27](=[CH:28][N:29]=[CH:30][CH:31]=2)[CH:26]=[CH:25][N:24]=1.CCN(C(C)C)C(C)C. (7) Given the product [Cl:1][C:2]1[CH:3]=[C:4]([CH3:12])[N:5]=[C:6]([O:10][CH3:11])[C:7]=1[CH2:8][NH2:9], predict the reactants needed to synthesize it. The reactants are: [Cl:1][C:2]1[C:7]([C:8]#[N:9])=[C:6]([O:10][CH3:11])[N:5]=[C:4]([CH3:12])[CH:3]=1.B. (8) Given the product [CH3:24][O:22][C:21]([C:11]1[CH:12]=[C:13]([C:14]2[CH:15]=[N:16][C:17]([CH3:20])=[CH:18][CH:19]=2)[N:9]([C:6]2[N:7]=[N:8][C:3]([O:2][CH3:1])=[CH:4][CH:5]=2)[N:10]=1)=[O:23], predict the reactants needed to synthesize it. The reactants are: [CH3:1][O:2][C:3]1[N:8]=[N:7][C:6]([N:9]2[C:13]([C:14]3[CH:15]=[N:16][C:17]([CH3:20])=[CH:18][CH:19]=3)=[CH:12][C:11]([C:21]([OH:23])=[O:22])=[N:10]2)=[CH:5][CH:4]=1.[CH3:24][Si](C=[N+]=[N-])(C)C. (9) Given the product [N:60]([CH2:63][CH2:64][CH2:65][C@@H:66]([NH:73][C:74]([O:76][C:77]([CH3:80])([CH3:79])[CH3:78])=[O:75])[C:67]([O:40][C@H:39]1[C@@H:38]([OH:41])[C@H:37]([N:42]2[CH:50]=[N:49][C:48]3[C:43]2=[N:44][CH:45]=[N:46][C:47]=3[NH2:51])[O:36][C@H:35]1[CH2:34][O:33][P:30]([O:29][C@H:28]1[CH2:27][C@H:26]([N:52]2[CH:57]=[CH:56][C:55]([NH2:58])=[N:54][C:53]2=[O:59])[O:25][C@@H:24]1[CH2:23][O:22][P:18]([OH:21])([OH:20])=[O:19])([OH:32])=[O:31])=[O:68])=[N+:61]=[N-:62], predict the reactants needed to synthesize it. The reactants are: C([N+](CCCC)(CCCC)CCCC)CCC.[P:18]([O:22][CH2:23][C@@H:24]1[C@@H:28]([O:29][P:30]([O:33][CH2:34][C@@H:35]2[C@@H:39]([OH:40])[C@@H:38]([OH:41])[C@H:37]([N:42]3[CH:50]=[N:49][C:48]4[C:43]3=[N:44][CH:45]=[N:46][C:47]=4[NH2:51])[O:36]2)([OH:32])=[O:31])[CH2:27][C@H:26]([N:52]2[CH:57]=[CH:56][C:55]([NH2:58])=[N:54][C:53]2=[O:59])[O:25]1)([OH:21])([OH:20])=[O:19].[N:60]([CH2:63][CH2:64][CH2:65][C@H:66]([NH:73][C:74]([O:76][C:77]([CH3:80])([CH3:79])[CH3:78])=[O:75])[C:67](OCC#N)=[O:68])=[N+:61]=[N-:62]. (10) Given the product [OH:1]/[C:2](/[CH3:29])=[C:3](/[C:46](=[S:47])[NH:45][C:40]1[CH:41]=[CH:42][CH:43]=[CH:44][C:39]=1[CH:36]([CH3:37])[CH3:38])\[C:4]([NH:6][C:7]1[CH:8]=[CH:9][C:10]([C:13]2[N:17]=[CH:16][N:15]([C:18]3[CH:23]=[CH:22][C:21]([O:24][C:25]([F:27])([F:26])[F:28])=[CH:20][CH:19]=3)[N:14]=2)=[CH:11][CH:12]=1)=[O:5], predict the reactants needed to synthesize it. The reactants are: [O:1]=[C:2]([CH3:29])[CH2:3][C:4]([NH:6][C:7]1[CH:12]=[CH:11][C:10]([C:13]2[N:17]=[CH:16][N:15]([C:18]3[CH:23]=[CH:22][C:21]([O:24][C:25]([F:28])([F:27])[F:26])=[CH:20][CH:19]=3)[N:14]=2)=[CH:9][CH:8]=1)=[O:5].C(=O)([O-])[O-].[K+].[K+].[CH:36]([C:39]1[CH:44]=[CH:43][CH:42]=[CH:41][C:40]=1[N:45]=[C:46]=[S:47])([CH3:38])[CH3:37].O.